The task is: Predict the reaction yield, written as a fraction of the theoretical maximum amount of product (1.0 means a 100% yield; for example, 0.34 means a 34% yield).. This data is from Reaction yield outcomes from USPTO patents with 853,638 reactions. The reactants are [Br:1][C:2]1[CH:3]=[C:4]([C:8]([C:10]2[CH:15]=[CH:14][C:13](O)=[CH:12][CH:11]=2)=[CH2:9])[CH:5]=[CH:6][CH:7]=1.[C:17](=[O:20])([O-])[O-].[Cs+].[Cs+].Br[CH2:24][CH2:25][O:26]C. The catalyst is O. The product is [Br:1][C:2]1[CH:3]=[C:4]([C:8]([C:10]2[CH:15]=[CH:14][CH:13]=[CH:12][C:11]=2[O:26][CH2:25][CH2:24][O:20][CH3:17])=[CH2:9])[CH:5]=[CH:6][CH:7]=1. The yield is 0.850.